From a dataset of Catalyst prediction with 721,799 reactions and 888 catalyst types from USPTO. Predict which catalyst facilitates the given reaction. Reactant: [Cl:1][C:2]1[CH:3]=[C:4]([N+:9]([O-:11])=[O:10])[CH:5]=[CH:6][C:7]=1F.[F:12][C:13]([F:25])([O:17][C:18]1[CH:19]=[C:20]([OH:24])[CH:21]=[CH:22][CH:23]=1)[CH:14]([F:16])[F:15].C(=O)([O-])[O-].[K+].[K+].O. Product: [Cl:1][C:2]1[CH:3]=[C:4]([N+:9]([O-:11])=[O:10])[CH:5]=[CH:6][C:7]=1[O:24][C:20]1[CH:21]=[CH:22][CH:23]=[C:18]([O:17][C:13]([F:12])([F:25])[CH:14]([F:15])[F:16])[CH:19]=1. The catalyst class is: 9.